This data is from Forward reaction prediction with 1.9M reactions from USPTO patents (1976-2016). The task is: Predict the product of the given reaction. The product is: [C:1]([O:4][C@H:5]1[CH2:22][CH2:21][C@@:20]2([CH3:23])[C@@H:7]([CH2:8][CH2:9][C@:10]3([CH3:42])[C@@H:19]2[CH2:18][CH2:17][C@H:16]2[C@@:11]3([CH3:41])[CH2:12][CH2:13][C@@:14]3([C:31]([OH:33])=[O:32])[CH2:26][CH2:25][C@@H:24]([C:27]4([CH3:30])[CH2:28][CH2:29]4)[C@@H:15]32)[C:6]1([CH3:44])[CH3:43])(=[O:3])[CH3:2]. Given the reactants [C:1]([O:4][C@H:5]1[CH2:22][CH2:21][C@@:20]2([CH3:23])[C@@H:7]([CH2:8][CH2:9][C@:10]3([CH3:42])[C@@H:19]2[CH2:18][CH2:17][C@H:16]2[C@@:11]3([CH3:41])[CH2:12][CH2:13][C@@:14]3([C:31]([O:33]CC4C=CC=CC=4)=[O:32])[CH2:26][CH2:25][C@@H:24]([C:27]4([CH3:30])[CH2:29][CH2:28]4)[C@@H:15]32)[C:6]1([CH3:44])[CH3:43])(=[O:3])[CH3:2].C(O)C, predict the reaction product.